Dataset: Peptide-MHC class II binding affinity with 134,281 pairs from IEDB. Task: Regression. Given a peptide amino acid sequence and an MHC pseudo amino acid sequence, predict their binding affinity value. This is MHC class II binding data. (1) The peptide sequence is FIFGEARSLYLNTEL. The MHC is HLA-DQA10104-DQB10503 with pseudo-sequence HLA-DQA10104-DQB10503. The binding affinity (normalized) is 0.272. (2) The binding affinity (normalized) is 0.405. The MHC is DRB3_0101 with pseudo-sequence DRB3_0101. The peptide sequence is CPKYVKQNTLKLATG. (3) The peptide sequence is SQDGELSWNLNGLQAY. The MHC is HLA-DQA10301-DQB10302 with pseudo-sequence HLA-DQA10301-DQB10302. The binding affinity (normalized) is 0.265. (4) The peptide sequence is SQDLELSWNKNGLQAY. The MHC is HLA-DQA10301-DQB10302 with pseudo-sequence HLA-DQA10301-DQB10302. The binding affinity (normalized) is 0.310. (5) The peptide sequence is PGMAKIPAGELQIID. The MHC is DRB3_0202 with pseudo-sequence DRB3_0202. The binding affinity (normalized) is 0.0707. (6) The peptide sequence is IYKASPTLAFPAGVC. The MHC is HLA-DQA10501-DQB10201 with pseudo-sequence HLA-DQA10501-DQB10201. The binding affinity (normalized) is 0.128.